Dataset: Catalyst prediction with 721,799 reactions and 888 catalyst types from USPTO. Task: Predict which catalyst facilitates the given reaction. (1) Reactant: [CH3:1][C:2]1[C:7]([CH:8](O)[CH3:9])=[CH:6][CH:5]=[C:4]([C:11]2[CH:16]=[CH:15][C:14]([C:17]([F:20])([F:19])[F:18])=[CH:13][CH:12]=2)[N:3]=1.O=S(Cl)[Cl:23]. Product: [Cl:23][CH:8]([C:7]1[C:2]([CH3:1])=[N:3][C:4]([C:11]2[CH:16]=[CH:15][C:14]([C:17]([F:20])([F:19])[F:18])=[CH:13][CH:12]=2)=[CH:5][CH:6]=1)[CH3:9]. The catalyst class is: 2. (2) Reactant: [CH3:1][C:2]1[C:3]([CH:12]=[O:13])=[CH:4][C:5]2[O:10][CH2:9][CH2:8][O:7][C:6]=2[CH:11]=1.[Mn]([O-])(=O)(=O)=[O:15].[K+].[OH-].[K+]. Product: [CH3:1][C:2]1[C:3]([C:12]([OH:15])=[O:13])=[CH:4][C:5]2[O:10][CH2:9][CH2:8][O:7][C:6]=2[CH:11]=1. The catalyst class is: 6. (3) Reactant: C[Si]([N-][Si](C)(C)C)(C)C.[K+].[Cl-].[CH3:12][O:13][CH2:14][P+](C1C=CC=CC=1)(C1C=CC=CC=1)C1C=CC=CC=1.[Br:34][C:35]1[C:36]([F:43])=[C:37]([CH:40]=[CH:41][CH:42]=1)[CH:38]=O.CCOCC. Product: [Br:34][C:35]1[CH:42]=[CH:41][CH:40]=[C:37]([CH:38]=[CH:12][O:13][CH3:14])[C:36]=1[F:43]. The catalyst class is: 7. (4) Reactant: Cl[C:2]1[C:7]([CH2:8][OH:9])=[CH:6][CH:5]=[CH:4][N:3]=1.O1CCOCC1.[CH3:16][O:17][C:18]1[CH:23]=[CH:22][CH:21]=[CH:20][C:19]=1B(O)O.C(=O)(O)[O-].[Na+]. Product: [CH3:16][O:17][C:18]1[CH:23]=[CH:22][CH:21]=[CH:20][C:19]=1[C:2]1[C:7]([CH2:8][OH:9])=[CH:6][CH:5]=[CH:4][N:3]=1. The catalyst class is: 587. (5) Product: [ClH:58].[ClH:58].[ClH:58].[ClH:58].[OH:43][C:38]1[C:39]([O:41][CH3:42])=[CH:40][C:35]([C:31]2[CH:30]=[C:29]([CH2:28][N:25]3[CH2:24][CH2:23][CH:22]([N:2]([CH2:3][C:4]4[CH:9]=[CH:8][N:7]=[C:6]([C:10]5[CH:11]=[C:12]([O:20][CH3:21])[C:13]([OH:18])=[C:14]([O:16][CH3:17])[CH:15]=5)[CH:5]=4)[CH3:1])[CH2:27][CH2:26]3)[CH:34]=[CH:33][N:32]=2)=[CH:36][C:37]=1[O:45][CH3:46]. The catalyst class is: 13. Reactant: [CH3:1][N:2]([CH:22]1[CH2:27][CH2:26][N:25]([CH2:28][C:29]2[CH:34]=[CH:33][N:32]=[C:31]([C:35]3[CH:40]=[C:39]([O:41][CH3:42])[C:38]([O:43]C)=[C:37]([O:45][CH3:46])[CH:36]=3)[CH:30]=2)[CH2:24][CH2:23]1)[CH2:3][C:4]1[CH:9]=[CH:8][N:7]=[C:6]([C:10]2[CH:15]=[C:14]([O:16][CH3:17])[C:13]([O:18]C)=[C:12]([O:20][CH3:21])[CH:11]=2)[CH:5]=1.I[Si](C)(C)C.O.C(=O)([O-])O.[Na+].[Cl:58]CCl. (6) Reactant: [C:1]([C:5]1[CH:10]=[CH:9][CH:8]=[C:7]([CH2:11][CH3:12])[CH:6]=1)([CH3:4])([CH3:3])[CH3:2].[Br:13]N1C(=O)CCC1=O. Product: [Br:13][CH:11]([C:7]1[CH:8]=[CH:9][CH:10]=[C:5]([C:1]([CH3:4])([CH3:3])[CH3:2])[CH:6]=1)[CH3:12]. The catalyst class is: 340. (7) Reactant: [Cl:1][C:2]1[S:13][C:5]2=[N:6][C:7]([CH2:11]Cl)=[CH:8][C:9](=[O:10])[N:4]2[C:3]=1[C:14]([NH:16][CH2:17][CH3:18])=[O:15].[Cl:19][C:20]1[NH:24][N:23]=[C:22]([C:25]([F:28])([F:27])[F:26])[CH:21]=1.[I-].[K+].C(=O)([O-])[O-].[K+].[K+]. Product: [Cl:1][C:2]1[S:13][C:5]2=[N:6][C:7]([CH2:11][N:24]3[C:20]([Cl:19])=[CH:21][C:22]([C:25]([F:28])([F:27])[F:26])=[N:23]3)=[CH:8][C:9](=[O:10])[N:4]2[C:3]=1[C:14]([NH:16][CH2:17][CH3:18])=[O:15]. The catalyst class is: 10. (8) Reactant: [O:1]([CH2:8][C:9]1[N:13]([CH2:14][C:15]2[CH:20]=[CH:19][C:18]([O:21][C:22]([F:25])([F:24])[F:23])=[CH:17][CH:16]=2)[C:12]2[CH:26]=[CH:27][C:28]([C:30](O)=[O:31])=[CH:29][C:11]=2[N:10]=1)[C:2]1[CH:7]=[CH:6][CH:5]=[CH:4][CH:3]=1.CC(C)N=C=NC(C)C.[CH2:42]([NH2:48])[CH2:43][CH2:44][CH2:45][CH2:46][CH3:47]. Product: [CH2:42]([NH:48][C:30]([C:28]1[CH:27]=[CH:26][C:12]2[N:13]([CH2:14][C:15]3[CH:20]=[CH:19][C:18]([O:21][C:22]([F:23])([F:25])[F:24])=[CH:17][CH:16]=3)[C:9]([CH2:8][O:1][C:2]3[CH:3]=[CH:4][CH:5]=[CH:6][CH:7]=3)=[N:10][C:11]=2[CH:29]=1)=[O:31])[CH2:43][CH2:44][CH2:45][CH2:46][CH3:47]. The catalyst class is: 1.